Dataset: Reaction yield outcomes from USPTO patents with 853,638 reactions. Task: Predict the reaction yield, written as a fraction of the theoretical maximum amount of product (1.0 means a 100% yield; for example, 0.34 means a 34% yield). The reactants are [O:1]1[CH:5]=[CH:4][CH:3]=[C:2]1[C:6]1[C:11](I)=[C:10]([S:13][CH3:14])[N:9]=[C:8]([NH2:15])[N:7]=1.C([Sn](CCCC)(CCCC)[C:21]([O:23][CH2:24][CH3:25])=[CH2:22])CCC.C(=O)([O-])[O-].[Cs+].[Cs+]. The catalyst is O1CCOCC1.[Pd](Cl)Cl.C1(P(C2C=CC=CC=2)C2C=CC=CC=2)C=CC=CC=1.C1(P(C2C=CC=CC=2)C2C=CC=CC=2)C=CC=CC=1. The product is [CH2:24]([O:23][C:21]([C:11]1[C:6]([C:2]2[O:1][CH:5]=[CH:4][CH:3]=2)=[N:7][C:8]([NH2:15])=[N:9][C:10]=1[S:13][CH3:14])=[CH2:22])[CH3:25]. The yield is 0.780.